This data is from Full USPTO retrosynthesis dataset with 1.9M reactions from patents (1976-2016). The task is: Predict the reactants needed to synthesize the given product. (1) Given the product [Cl:1][C:2]1[CH:10]=[C:9]([C:11]#[C:12][CH2:13][O:14][CH3:15])[C:5]2[O:6][CH2:7][O:8][C:4]=2[C:3]=1[NH:16][C:17]1[C:26]2[C:21](=[CH:22][C:23]([O:29][CH2:30][CH2:31][CH2:32][N:34]3[CH2:38][CH2:37][CH2:36][C@@H:35]3[CH2:39][OH:40])=[C:24]([O:27][CH3:28])[CH:25]=2)[N:20]=[CH:19][N:18]=1, predict the reactants needed to synthesize it. The reactants are: [Cl:1][C:2]1[CH:10]=[C:9]([C:11]#[C:12][CH2:13][O:14][CH3:15])[C:5]2[O:6][CH2:7][O:8][C:4]=2[C:3]=1[NH:16][C:17]1[C:26]2[C:21](=[CH:22][C:23]([O:29][CH2:30][CH2:31][CH2:32]Cl)=[C:24]([O:27][CH3:28])[CH:25]=2)[N:20]=[CH:19][N:18]=1.[NH:34]1[CH2:38][CH2:37][CH2:36][C@@H:35]1[CH2:39][OH:40]. (2) Given the product [ClH:16].[NH:7]1[CH2:8][CH:5]([C:2]([OH:1])([CH3:4])[CH3:3])[CH2:6]1, predict the reactants needed to synthesize it. The reactants are: [OH:1][C:2]([CH:5]1[CH2:8][N:7](C(OC(C)(C)C)=O)[CH2:6]1)([CH3:4])[CH3:3].[ClH:16].O1CCOCC1. (3) Given the product [F:14][C:15]1[CH:24]=[C:23]([CH:25]=[O:26])[CH:22]=[C:21]([OH:27])[C:16]=1[C:17]([O:19][CH3:20])=[O:18], predict the reactants needed to synthesize it. The reactants are: C(C1C=CC(C(OC)=O)=C(O)C=1)=O.[F:14][C:15]1[CH:24]=[C:23]([CH:25]=[O:26])[CH:22]=[C:21]([O:27]C)[C:16]=1[C:17]([O:19][CH3:20])=[O:18].[Al+3].[Cl-].[Cl-].[Cl-]. (4) Given the product [Cl:18][C:3]1[CH:4]=[C:5]([O:6][CH2:7][CH2:8][N:9]2[CH2:14][CH2:13][N:12]([CH3:15])[CH2:11][CH2:10]2)[CH:16]=[CH:17][C:2]=1[B:24]([O:29][CH:30]([CH3:32])[CH3:31])[O:25][CH:26]([CH3:28])[CH3:27], predict the reactants needed to synthesize it. The reactants are: Br[C:2]1[CH:17]=[CH:16][C:5]([O:6][CH2:7][CH2:8][N:9]2[CH2:14][CH2:13][N:12]([CH3:15])[CH2:11][CH2:10]2)=[CH:4][C:3]=1[Cl:18].[Li]CCCC.[B:24](OC(C)C)([O:29][CH:30]([CH3:32])[CH3:31])[O:25][CH:26]([CH3:28])[CH3:27]. (5) Given the product [Cl:19][C:18]1[C:13]2[CH:12]=[C:11]([C:20]3[CH:25]=[CH:24][CH:23]=[CH:22][CH:21]=3)[NH:10][C:14]=2[N:15]=[CH:16][N:17]=1, predict the reactants needed to synthesize it. The reactants are: C1(S([N:10]2[C:14]3[N:15]=[CH:16][N:17]=[C:18]([Cl:19])[C:13]=3[CH:12]=[C:11]2[C:20]2[CH:25]=[CH:24][CH:23]=[CH:22][CH:21]=2)(=O)=O)C=CC=CC=1.CO.[OH-].[Na+].